Dataset: Reaction yield outcomes from USPTO patents with 853,638 reactions. Task: Predict the reaction yield, written as a fraction of the theoretical maximum amount of product (1.0 means a 100% yield; for example, 0.34 means a 34% yield). The reactants are Cl.Cl.[NH2:3][C:4]1[C:8]([NH2:9])=[CH:7][S:6][CH:5]=1.C(N(CC)CC)C.Cl.[CH3:18][O:19][CH2:20][C:21](=N)OCC.C(=O)([O-])O.[Na+]. The catalyst is C(O)C. The product is [CH3:18][O:19][CH2:20][C:21]1[NH:3][C:4]2=[CH:5][S:6][CH:7]=[C:8]2[N:9]=1. The yield is 0.580.